The task is: Predict which catalyst facilitates the given reaction.. This data is from Catalyst prediction with 721,799 reactions and 888 catalyst types from USPTO. (1) Reactant: Cl.[CH3:2][C:3]1[CH:8]=[CH:7][CH:6]=[CH:5][C:4]=1[C:9]1[C:20](=[O:21])[N:19]([C@H:22]2[CH2:26][CH2:25][NH:24][CH2:23]2)[C:12]2[N:13]=[C:14]([S:17][CH3:18])[N:15]=[CH:16][C:11]=2[CH:10]=1.[CH3:27][S:28](Cl)(=[O:30])=[O:29].C(=O)(O)[O-].[Na+]. Product: [CH3:2][C:3]1[CH:8]=[CH:7][CH:6]=[CH:5][C:4]=1[C:9]1[C:20](=[O:21])[N:19]([C@H:22]2[CH2:26][CH2:25][N:24]([S:28]([CH3:27])(=[O:30])=[O:29])[CH2:23]2)[C:12]2[N:13]=[C:14]([S:17][CH3:18])[N:15]=[CH:16][C:11]=2[CH:10]=1. The catalyst class is: 300. (2) Reactant: [C:1]([O:4][CH2:5][C:6](=[O:17])[CH2:7][C:8]1[O:13]C(C)(C)O[C:10](=[O:16])[CH:9]=1)(=[O:3])[CH3:2]. Product: [C:1]([O:4][CH2:5][C:6]1[O:17][C:10](=[O:16])[CH:9]=[C:8]([OH:13])[CH:7]=1)(=[O:3])[CH3:2]. The catalyst class is: 11. (3) Reactant: F[C:2]1[CH:7]=[CH:6][C:5]([Br:8])=[CH:4][N:3]=1.[CH3:9][N:10]1[CH2:15][CH2:14][NH:13][CH2:12][CH2:11]1. Product: [Br:8][C:5]1[CH:6]=[CH:7][C:2]([N:13]2[CH2:14][CH2:15][N:10]([CH3:9])[CH2:11][CH2:12]2)=[N:3][CH:4]=1. The catalyst class is: 49. (4) Reactant: [C:1]1([C:7]2[CH:8]=[CH:9][C:10]([C:19]([O:21]CC)=O)=[N:11][C:12]=2[C:13]2[CH:18]=[CH:17][CH:16]=[CH:15][CH:14]=2)[CH:6]=[CH:5][CH:4]=[CH:3][CH:2]=1.[CH3:24]NCCNC.C[Al](C)C. Product: [C:1]1([C:7]2[CH:8]=[CH:9][C:10]([C:19](=[O:21])[CH3:24])=[N:11][C:12]=2[C:13]2[CH:18]=[CH:17][CH:16]=[CH:15][CH:14]=2)[CH:2]=[CH:3][CH:4]=[CH:5][CH:6]=1. The catalyst class is: 11. (5) Reactant: [NH2:1][C:2]1[N:7]=[C:6]([C:8]2[C:9]([O:14][C:15]3[CH:20]=[CH:19][C:18]([NH:21][C:22]4[C:31]5[C:26](=[CH:27][CH:28]=[CH:29][CH:30]=5)[C:25]([C:32]5[S:33][CH:34]=[C:35]([CH3:37])[N:36]=5)=[N:24][N:23]=4)=[CH:17][CH:16]=3)=[N:10][CH:11]=[CH:12][CH:13]=2)[CH:5]=[CH:4][N:3]=1.[O:38]([CH2:68][C:69]1[CH:74]=[CH:73][CH:72]=[CH:71][CH:70]=1)[P:39](O[P:39]([O:40][CH2:41][C:42]1[CH:47]=[CH:46][CH:45]=[CH:44][CH:43]=1)([O:38][CH2:68][C:69]1[CH:74]=[CH:73][CH:72]=[CH:71][CH:70]=1)=[O:48])(=[O:48])[O:40][CH2:41][C:42]1[CH:47]=[CH:46][CH:45]=[CH:44][CH:43]=1.C[Si]([N-][Si](C)(C)C)(C)C.[Na+]. The catalyst class is: 1. Product: [CH3:37][C:35]1[N:36]=[C:32]([C:25]2[C:26]3[C:31](=[CH:30][CH:29]=[CH:28][CH:27]=3)[C:22]([NH:21][C:18]3[CH:19]=[CH:20][C:15]([O:14][C:9]4[C:8]([C:6]5[CH:5]=[CH:4][N:3]=[C:2]([NH:1][P:39](=[O:48])([O:40][CH2:41][C:42]6[CH:47]=[CH:46][CH:45]=[CH:44][CH:43]=6)[O:38][CH2:68][C:69]6[CH:74]=[CH:73][CH:72]=[CH:71][CH:70]=6)[N:7]=5)=[CH:13][CH:12]=[CH:11][N:10]=4)=[CH:16][CH:17]=3)=[N:23][N:24]=2)[S:33][CH:34]=1. (6) Reactant: [CH3:1][O:2][C:3](=[O:12])[CH2:4][C:5]1[CH:10]=[CH:9][C:8](Br)=[CH:7][CH:6]=1.C1(P(C2CCCCC2)C2C=CC=CC=2C2C(OC)=CC=CC=2OC)CCCCC1.P([O-])([O-])([O-])=O.[K+].[K+].[K+].[CH2:50]([C:52]([C:71]1[CH:76]=[CH:75][C:74](/[CH:77]=[CH:78]/[C:79]2([OH:84])[CH2:83][CH2:82][CH2:81][CH2:80]2)=[C:73]([CH3:85])[CH:72]=1)([C:55]1[CH:60]=[CH:59][C:58](B2OC(C)(C)C(C)(C)O2)=[C:57]([CH3:70])[CH:56]=1)[CH2:53][CH3:54])[CH3:51].C(=O)(O)[O-].[Na+]. Product: [CH3:1][O:2][C:3](=[O:12])[CH2:4][C:5]1[CH:10]=[CH:9][C:8]([C:58]2[CH:59]=[CH:60][C:55]([C:52]([CH2:53][CH3:54])([C:71]3[CH:76]=[CH:75][C:74](/[CH:77]=[CH:78]/[C:79]4([OH:84])[CH2:80][CH2:81][CH2:82][CH2:83]4)=[C:73]([CH3:85])[CH:72]=3)[CH2:50][CH3:51])=[CH:56][C:57]=2[CH3:70])=[CH:7][CH:6]=1. The catalyst class is: 493. (7) Reactant: [CH2:1]([O:3][C:4]1[CH:5]=[C:6]([C@H:12]([N:18]2[C:26](=[O:27])[C:25]3[C:20](=[CH:21][CH:22]=[CH:23][C:24]=3[NH2:28])[C:19]2=[O:29])[CH2:13][S:14]([CH3:17])(=[O:16])=[O:15])[CH:7]=[CH:8][C:9]=1[O:10][CH3:11])[CH3:2].[CH:30]1([C:33](Cl)=[O:34])[CH2:32][CH2:31]1.CO. Product: [CH:30]1([C:33]([NH:28][C:24]2[CH:23]=[CH:22][CH:21]=[C:20]3[C:25]=2[C:26](=[O:27])[N:18]([C@@H:12]([C:6]2[CH:7]=[CH:8][C:9]([O:10][CH3:11])=[C:4]([O:3][CH2:1][CH3:2])[CH:5]=2)[CH2:13][S:14]([CH3:17])(=[O:16])=[O:15])[C:19]3=[O:29])=[O:34])[CH2:32][CH2:31]1. The catalyst class is: 8. (8) Reactant: [NH2:1][C:2]1[CH:3]=[C:4]([CH:13]=[CH:14][C:15]=1[NH2:16])[C:5]([C:7]1[CH:12]=[CH:11][CH:10]=[CH:9][CH:8]=1)=[O:6].[Cl:17][C:18]1[CH:23]=[CH:22][C:21]([CH:24]2[CH2:30][C:29](=O)[O:28][C:26](=[O:27])[CH2:25]2)=[CH:20][CH:19]=1.Cl. Product: [ClH:17].[C:5]([C:4]1[CH:13]=[CH:14][C:15]2[N:16]=[C:29]([CH2:30][CH:24]([C:21]3[CH:20]=[CH:19][C:18]([Cl:17])=[CH:23][CH:22]=3)[CH2:25][C:26]([OH:28])=[O:27])[NH:1][C:2]=2[CH:3]=1)(=[O:6])[C:7]1[CH:12]=[CH:11][CH:10]=[CH:9][CH:8]=1. The catalyst class is: 12.